Task: Predict the reaction yield, written as a fraction of the theoretical maximum amount of product (1.0 means a 100% yield; for example, 0.34 means a 34% yield).. Dataset: Reaction yield outcomes from USPTO patents with 853,638 reactions (1) The reactants are [C:1]([O:5][C:6](=[O:35])[NH:7][CH:8]([CH2:27][C:28]1[CH:33]=[CH:32][C:31]([Cl:34])=[CH:30][CH:29]=1)[C:9]([N:11]1[CH2:16][CH2:15][N:14]([C:17]2[C:18]3[S:25][C:24](I)=[CH:23][C:19]=3[N:20]=[CH:21][N:22]=2)[CH2:13][CH2:12]1)=[O:10])([CH3:4])([CH3:3])[CH3:2].[C:36]([Cu])#[N:37]. The catalyst is N1C=CC=CC=1. The product is [C:1]([O:5][C:6](=[O:35])[NH:7][CH:8]([CH2:27][C:28]1[CH:33]=[CH:32][C:31]([Cl:34])=[CH:30][CH:29]=1)[C:9]([N:11]1[CH2:16][CH2:15][N:14]([C:17]2[C:18]3[S:25][C:24]([C:36]#[N:37])=[CH:23][C:19]=3[N:20]=[CH:21][N:22]=2)[CH2:13][CH2:12]1)=[O:10])([CH3:4])([CH3:3])[CH3:2]. The yield is 0.690. (2) The reactants are [F:1][C:2]1[CH:7]=[CH:6][C:5]([C@H:8]2[C:12]([CH3:14])([CH3:13])[O:11][C:10](=[O:15])[NH:9]2)=[CH:4][CH:3]=1.I[C:17]1[CH:35]=[CH:34][C:20]([C:21]([NH:23][C:24]2[CH:25]=[CH:26][CH:27]=[C:28]3[C:33]=2[N:32]=[CH:31][CH:30]=[CH:29]3)=[O:22])=[CH:19][CH:18]=1.P([O-])([O-])([O-])=O.[K+].[K+].[K+].CNCCNC. The catalyst is [Cu]I.O1CCOCC1. The product is [F:1][C:2]1[CH:3]=[CH:4][C:5]([C@H:8]2[C:12]([CH3:13])([CH3:14])[O:11][C:10](=[O:15])[N:9]2[C:17]2[CH:35]=[CH:34][C:20]([C:21]([NH:23][C:24]3[CH:25]=[CH:26][CH:27]=[C:28]4[C:33]=3[N:32]=[CH:31][CH:30]=[CH:29]4)=[O:22])=[CH:19][CH:18]=2)=[CH:6][CH:7]=1. The yield is 0.890. (3) The reactants are [OH:1][C:2]1[N:11]=[CH:10][C:9]2[CH2:8][CH2:7][C:6]3[C:12]([C:16]([O:18][CH2:19][CH3:20])=[O:17])=[N:13][N:14]([CH3:15])[C:5]=3[C:4]=2[N:3]=1.C(N(CC)CC)C.[S:28](O[S:28]([C:31]([F:34])([F:33])[F:32])(=[O:30])=[O:29])([C:31]([F:34])([F:33])[F:32])(=[O:30])=[O:29]. The catalyst is ClCCl. The product is [CH3:15][N:14]1[C:5]2[C:4]3[N:3]=[C:2]([O:1][S:28]([C:31]([F:34])([F:33])[F:32])(=[O:30])=[O:29])[N:11]=[CH:10][C:9]=3[CH2:8][CH2:7][C:6]=2[C:12]([C:16]([O:18][CH2:19][CH3:20])=[O:17])=[N:13]1. The yield is 0.670. (4) The reactants are [C:1]([O:5][C:6]([N:8]1[CH2:13][CH2:12][N:11]([C:14]([O:16][C:17]([CH3:20])([CH3:19])[CH3:18])=[O:15])[CH2:10][CH:9]1C(O)=O)=[O:7])([CH3:4])([CH3:3])[CH3:2].CC[N:26]([CH2:29]C)CC.ClC(OCC)=[O:33].[NH4+].[OH-]. The catalyst is C1COCC1.O. The product is [C:29]([CH:9]1[CH2:10][N:11]([C:14]([O:16][C:17]([CH3:20])([CH3:19])[CH3:18])=[O:15])[CH2:12][CH2:13][N:8]1[C:6]([O:5][C:1]([CH3:2])([CH3:3])[CH3:4])=[O:7])(=[O:33])[NH2:26]. The yield is 0.917. (5) The yield is 0.920. The reactants are [N+:1]([O-:4])(O)=[O:2].S(=O)(=O)(O)O.[I:10][C:11]1[CH:16]=[CH:15][N:14]=[C:13]2[O:17][CH2:18][CH2:19][C:12]=12. The product is [I:10][C:11]1[C:16]([N+:1]([O-:4])=[O:2])=[CH:15][N:14]=[C:13]2[O:17][CH2:18][CH2:19][C:12]=12. No catalyst specified.